Dataset: Reaction yield outcomes from USPTO patents with 853,638 reactions. Task: Predict the reaction yield, written as a fraction of the theoretical maximum amount of product (1.0 means a 100% yield; for example, 0.34 means a 34% yield). (1) The reactants are [F:1][C:2]1[CH:7]=[CH:6][C:5]([N:8]2[C:16]3[C:15]([CH3:17])=[CH:14][N:13]([CH2:18][C:19]([C:22]4[CH:27]=[CH:26][C:25]([O:28][CH3:29])=[CH:24][CH:23]=4)([OH:21])[CH3:20])[CH:12]([CH3:30])[C:11]=3[N:10]=[N:9]2)=[CH:4][CH:3]=1.C([O-])=O.[NH4+]. The catalyst is CO.[Pd]. The product is [F:1][C:2]1[CH:7]=[CH:6][C:5]([N:8]2[C:16]3[CH:15]([CH3:17])[CH2:14][N:13]([CH2:18][C:19]([C:22]4[CH:23]=[CH:24][C:25]([O:28][CH3:29])=[CH:26][CH:27]=4)([OH:21])[CH3:20])[CH:12]([CH3:30])[C:11]=3[N:10]=[N:9]2)=[CH:4][CH:3]=1. The yield is 0.460. (2) The reactants are [CH3:1][C:2]1[CH:3]=[C:4]2[C:9](=[CH:10][CH:11]=1)[N:8]=[CH:7][CH:6]=[N:5]2.[BH4-].[Na+]. The catalyst is CO.O.O.O.O.O.O.[Ni](Cl)Cl. The product is [CH3:1][C:2]1[CH:3]=[C:4]2[C:9](=[CH:10][CH:11]=1)[NH:8][CH2:7][CH2:6][NH:5]2. The yield is 0.430. (3) The reactants are CC1(C)CCCC(C)(C)N1.[Li]CCCC.[B:16](OC(C)C)([O:21]C(C)C)[O:17]C(C)C.[CH:29]1([C:33]2[CH:38]=[CH:37][CH:36]=[C:35]([F:39])[C:34]=2[O:40][CH3:41])[CH2:32][CH2:31][CH2:30]1. The catalyst is O.CC(O)=O.C1COCC1. The product is [CH:29]1([C:33]2[CH:38]=[CH:37][C:36]([B:16]([OH:21])[OH:17])=[C:35]([F:39])[C:34]=2[O:40][CH3:41])[CH2:30][CH2:31][CH2:32]1. The yield is 0.900. (4) The reactants are [OH-].[Na+].C[O:4][C:5](=[O:52])[C:6]1[CH:11]=[C:10]([CH2:12][N:13]2[CH2:19][CH2:18][CH2:17][C@H:16]([N:20]([CH2:27][C:28]3[CH:33]=[C:32]([C:34]([F:37])([F:36])[F:35])[CH:31]=[C:30]([C:38]([F:41])([F:40])[F:39])[CH:29]=3)[C:21]3[N:22]=[N:23][N:24]([CH3:26])[N:25]=3)[C:15]3[CH:42]=[C:43]([CH3:50])[C:44]([C:46]([F:49])([F:48])[F:47])=[CH:45][C:14]2=3)[CH:9]=[CH:8][C:7]=1[F:51].Cl. The catalyst is CO. The product is [F:37][C:34]([F:35])([F:36])[C:32]1[CH:33]=[C:28]([CH:29]=[C:30]([C:38]([F:39])([F:40])[F:41])[CH:31]=1)[CH2:27][N:20]([C:21]1[N:22]=[N:23][N:24]([CH3:26])[N:25]=1)[C@H:16]1[CH2:17][CH2:18][CH2:19][N:13]([CH2:12][C:10]2[CH:9]=[CH:8][C:7]([F:51])=[C:6]([CH:11]=2)[C:5]([OH:52])=[O:4])[C:14]2[CH:45]=[C:44]([C:46]([F:47])([F:48])[F:49])[C:43]([CH3:50])=[CH:42][C:15]1=2. The yield is 0.980. (5) The reactants are [CH3:1][C:2]1[CH:7]=[C:6]([CH3:8])[CH:5]=[C:4]([CH3:9])[C:3]=1[N:10]=[C:11]=[O:12].[NH2:13][C:14]1[CH:15]=[C:16]([C:35]2[CH:40]=[CH:39][CH:38]=[C:37]([F:41])[CH:36]=2)[CH:17]=[CH:18][C:19]=1[C:20]([NH:22][C@H:23]([C:31]([O:33][CH3:34])=[O:32])[C@@H:24]([CH3:30])[O:25][C:26]([CH3:29])([CH3:28])[CH3:27])=[O:21].CCCCCC.C(OCC)(=O)C. The catalyst is N1C=CC=CC=1. The product is [CH3:29][C:26]([O:25][C@H:24]([CH3:30])[C@@H:23]([C:31]([O:33][CH3:34])=[O:32])[NH:22][C:20]([C:19]1[CH:18]=[CH:17][C:16]([C:35]2[CH:40]=[CH:39][CH:38]=[C:37]([F:41])[CH:36]=2)=[CH:15][C:14]=1[NH:13][C:11]([NH:10][C:3]1[C:2]([CH3:1])=[CH:7][C:6]([CH3:8])=[CH:5][C:4]=1[CH3:9])=[O:12])=[O:21])([CH3:27])[CH3:28]. The yield is 0.840.